Dataset: Full USPTO retrosynthesis dataset with 1.9M reactions from patents (1976-2016). Task: Predict the reactants needed to synthesize the given product. (1) Given the product [CH:12]1([CH2:15][N:4]2[C:5]3=[N:6][CH:7]=[N:8][C:9]([NH2:11])=[C:10]3[C:2]([I:1])=[N:3]2)[CH2:14][CH2:13]1, predict the reactants needed to synthesize it. The reactants are: [I:1][C:2]1[C:10]2[C:5](=[N:6][CH:7]=[N:8][C:9]=2[NH2:11])[NH:4][N:3]=1.[CH:12]1([CH2:15]O)[CH2:14][CH2:13]1.C1(P(C2C=CC=CC=2)C2C=CC=CC=2)C=CC=CC=1.CCOC(/N=N/C(OCC)=O)=O. (2) Given the product [NH:21]1[CH2:24][CH:23]([CH2:25][O:13][C:9]2[CH:8]=[N:7][C:6]3[C:11](=[CH:12][C:3]([O:2][CH3:1])=[CH:4][CH:5]=3)[N:10]=2)[CH2:22]1.[C:14]([O:18][C:19]([N:21]1[CH2:24][CH:23]([CH2:25][O:26][C:9]2[CH:8]=[N:7][C:6]3[C:11](=[CH:12][C:3]([O:2][CH3:1])=[CH:4][CH:5]=3)[N:10]=2)[CH2:22]1)=[O:20])([CH3:17])([CH3:16])[CH3:15], predict the reactants needed to synthesize it. The reactants are: [CH3:1][O:2][C:3]1[CH:12]=[C:11]2[C:6]([N:7]=[CH:8][C:9](=[O:13])[NH:10]2)=[CH:5][CH:4]=1.[C:14]([O:18][C:19]([N:21]1[CH2:24][CH:23]([CH2:25][O:26]S(C)(=O)=O)[CH2:22]1)=[O:20])([CH3:17])([CH3:16])[CH3:15]. (3) The reactants are: [Br:1][C:2]1[CH:7]=[CH:6][C:5]([S:8](Cl)(=[O:10])=[O:9])=[CH:4][CH:3]=1.[NH2:12][C:13]1[CH:14]=[C:15]([S:19]([NH2:22])(=[O:21])=[O:20])[CH:16]=[CH:17][CH:18]=1.CCN(C(C)C)C(C)C. Given the product [Br:1][C:2]1[CH:7]=[CH:6][C:5]([S:8]([NH:12][C:13]2[CH:18]=[CH:17][CH:16]=[C:15]([S:19](=[O:21])(=[O:20])[NH2:22])[CH:14]=2)(=[O:10])=[O:9])=[CH:4][CH:3]=1, predict the reactants needed to synthesize it.